From a dataset of Forward reaction prediction with 1.9M reactions from USPTO patents (1976-2016). Predict the product of the given reaction. (1) The product is: [OH:4][C:5]1[CH:6]=[C:7](/[CH:19]=[CH:20]/[C:21]2[CH:26]=[CH:25][C:24]([O:27][CH2:28][C:29]3[CH:34]=[CH:33][CH:32]=[CH:31][CH:30]=3)=[C:23]([O:35][CH3:36])[CH:22]=2)[CH:8]=[C:9]([O:11][CH2:12][C:13]2[CH:14]=[CH:15][CH:16]=[CH:17][CH:18]=2)[CH:10]=1. Given the reactants C([O:4][C:5]1[CH:6]=[C:7](/[CH:19]=[CH:20]/[C:21]2[CH:26]=[CH:25][C:24]([O:27][CH2:28][C:29]3[CH:34]=[CH:33][CH:32]=[CH:31][CH:30]=3)=[C:23]([O:35][CH3:36])[CH:22]=2)[CH:8]=[C:9]([O:11][CH2:12][C:13]2[CH:18]=[CH:17][CH:16]=[CH:15][CH:14]=2)[CH:10]=1)(=O)C.[OH-].[Na+].Cl, predict the reaction product. (2) Given the reactants [CH3:1][O:2][C:3]1[C:8]([N+:9]([O-:11])=[O:10])=[CH:7][C:6]([CH2:12]Br)=[CH:5][C:4]=1[F:14].[P:15](OCC)([O:20][CH2:21][CH3:22])([O:17][CH2:18][CH3:19])=[O:16], predict the reaction product. The product is: [F:14][C:4]1[CH:5]=[C:6]([CH:7]=[C:8]([N+:9]([O-:11])=[O:10])[C:3]=1[O:2][CH3:1])[CH2:12][P:15](=[O:16])([O:20][CH2:21][CH3:22])[O:17][CH2:18][CH3:19]. (3) Given the reactants [NH2:1][C:2](=O)[C@@H:3]([NH:19][C:20]([C:22]1([NH:28][C:29](=[O:35])[O:30][C:31]([CH3:34])([CH3:33])[CH3:32])[CH2:27][CH2:26][O:25][CH2:24][CH2:23]1)=[O:21])[CH2:4][C:5]1[CH:10]=[CH:9][C:8]([C:11]2[CH:16]=[CH:15][C:14]([C:17]#[N:18])=[CH:13][CH:12]=2)=[CH:7][CH:6]=1.C(N(C(C)C)CC)(C)C.C(P1(=O)OP(CCC)(=O)OP(CCC)(=O)O1)CC, predict the reaction product. The product is: [C:2]([C@@H:3]([NH:19][C:20]([C:22]1([NH:28][C:29](=[O:35])[O:30][C:31]([CH3:33])([CH3:32])[CH3:34])[CH2:27][CH2:26][O:25][CH2:24][CH2:23]1)=[O:21])[CH2:4][C:5]1[CH:10]=[CH:9][C:8]([C:11]2[CH:12]=[CH:13][C:14]([C:17]#[N:18])=[CH:15][CH:16]=2)=[CH:7][CH:6]=1)#[N:1]. (4) The product is: [Cl:13][C:14]1[CH:15]=[C:16]([NH:17][C:2]2[CH:7]=[CH:6][N:5]3[N:8]=[CH:9][C:10]([CH:11]=[O:12])=[C:4]3[N:3]=2)[CH:18]=[CH:19][CH:20]=1. Given the reactants Cl[C:2]1[CH:7]=[CH:6][N:5]2[N:8]=[CH:9][C:10]([CH:11]=[O:12])=[C:4]2[N:3]=1.[Cl:13][C:14]1[CH:15]=[C:16]([CH:18]=[CH:19][CH:20]=1)[NH2:17], predict the reaction product. (5) The product is: [CH:7]1([CH2:10][N:4]2[CH:5]=[N:6][C:2]([NH2:1])=[N:3]2)[CH2:9][CH2:8]1. Given the reactants [NH2:1][C:2]1[N:6]=[CH:5][NH:4][N:3]=1.[CH:7]1([CH2:10]OS(C)(=O)=O)[CH2:9][CH2:8]1, predict the reaction product. (6) Given the reactants [NH2:1][C:2]([CH3:16])([CH2:5][N:6]1[CH:14]=[C:13]2[C:8]([N:9]=[CH:10][C:11]([Br:15])=[CH:12]2)=[N:7]1)[C:3]#[N:4].[F:17][C:18]([F:29])([F:28])[C:19]1[CH:27]=[CH:26][C:22]([C:23](Cl)=[S:24])=[CH:21][CH:20]=1, predict the reaction product. The product is: [Br:15][C:11]1[CH:10]=[N:9][C:8]2=[N:7][N:6]([CH2:5][C:2]([NH:1][C:23](=[S:24])[C:22]3[CH:21]=[CH:20][C:19]([C:18]([F:17])([F:28])[F:29])=[CH:27][CH:26]=3)([C:3]#[N:4])[CH3:16])[CH:14]=[C:13]2[CH:12]=1. (7) Given the reactants [C:9](O[C:9]([O:11][C:12]([CH3:15])([CH3:14])[CH3:13])=[O:10])([O:11][C:12]([CH3:15])([CH3:14])[CH3:13])=[O:10].[N+:16]([C:19]1[CH:24]=[CH:23][C:22]([C@H:25]2[CH2:30][CH2:29][C@H:28](C(O)=O)[CH2:27][CH2:26]2)=[CH:21][CH:20]=1)([O-:18])=[O:17], predict the reaction product. The product is: [N+:16]([C:19]1[CH:24]=[CH:23][C:22]([C@H:25]2[CH2:30][CH2:29][C@H:28]([C:9]([O:11][C:12]([CH3:13])([CH3:14])[CH3:15])=[O:10])[CH2:27][CH2:26]2)=[CH:21][CH:20]=1)([O-:18])=[O:17].